This data is from Reaction yield outcomes from USPTO patents with 853,638 reactions. The task is: Predict the reaction yield, written as a fraction of the theoretical maximum amount of product (1.0 means a 100% yield; for example, 0.34 means a 34% yield). (1) The yield is 0.840. The product is [NH2:9][C:10]1[C:15]2[C:16]([C:19]3[CH:24]=[CH:23][C:22]([NH:25][C:26](=[O:32])[O:27][C:28]([CH3:29])([CH3:30])[CH3:31])=[C:21]([O:33][CH3:34])[CH:20]=3)=[CH:17][O:18][C:14]=2[C:13]([I:1])=[CH:12][N:11]=1. The catalyst is CN(C)C=O. The reactants are [I:1]N1C(=O)CCC1=O.[NH2:9][C:10]1[C:15]2[C:16]([C:19]3[CH:24]=[CH:23][C:22]([NH:25][C:26](=[O:32])[O:27][C:28]([CH3:31])([CH3:30])[CH3:29])=[C:21]([O:33][CH3:34])[CH:20]=3)=[CH:17][O:18][C:14]=2[CH:13]=[CH:12][N:11]=1.S([O-])([O-])(=O)=S.[Na+].[Na+]. (2) The reactants are [H-].[Na+].[CH2:3]([O:10][CH2:11][CH2:12][O:13][CH2:14][CH2:15][O:16][CH2:17][CH2:18][O:19][CH2:20][CH2:21][O:22][CH2:23][CH2:24][O:25][CH2:26][CH2:27][OH:28])[C:4]1[CH:9]=[CH:8][CH:7]=[CH:6][CH:5]=1.CS(O[CH2:34][CH2:35][CH2:36][CH2:37][CH2:38][C:39]([O:41][CH2:42][CH3:43])=[O:40])(=O)=O. The catalyst is C1(C)C=CC=CC=1. The product is [CH2:42]([O:41][C:39](=[O:40])[CH2:38][CH2:37][CH2:36][CH2:35][CH2:34][O:28][CH2:27][CH2:26][O:25][CH2:24][CH2:23][O:22][CH2:21][CH2:20][O:19][CH2:18][CH2:17][O:16][CH2:15][CH2:14][O:13][CH2:12][CH2:11][O:10][CH2:3][C:4]1[CH:5]=[CH:6][CH:7]=[CH:8][CH:9]=1)[CH3:43]. The yield is 0.440. (3) The reactants are [N+:1]([C:4]1[C:13]2[C:12](=[O:14])O[C:10]([CH3:15])=[N:9][C:8]=2[CH:7]=[CH:6][CH:5]=1)([O-:3])=[O:2].Cl.[NH2:17][CH:18]1[CH2:23][CH2:22][C:21](=[O:24])[NH:20][C:19]1=[O:25].CO. The catalyst is N1C=CC=CC=1. The product is [CH3:15][C:10]1[N:17]([CH:18]2[CH2:23][CH2:22][C:21](=[O:24])[NH:20][C:19]2=[O:25])[C:12](=[O:14])[C:13]2[C:8](=[CH:7][CH:6]=[CH:5][C:4]=2[N+:1]([O-:3])=[O:2])[N:9]=1. The yield is 0.270. (4) The reactants are CS(C)=O.Cl[C:6]1[N:7]([CH2:28][CH:29]2[CH2:31][CH2:30]2)[C:8]2[C:13]([N:14]=1)=[C:12]([N:15]1[CH2:20][CH2:19][O:18][CH2:17][CH2:16]1)[N:11]=[C:10]([C:21]1[CH:22]=[N:23][C:24]([NH2:27])=[N:25][CH:26]=1)[N:9]=2.[S:32]([N:36]1[CH2:41][CH2:40][NH:39][CH2:38][CH2:37]1)([CH3:35])(=[O:34])=[O:33]. The catalyst is ClCCl.CO. The product is [CH:29]1([CH2:28][N:7]2[C:6]([N:39]3[CH2:40][CH2:41][N:36]([S:32]([CH3:35])(=[O:34])=[O:33])[CH2:37][CH2:38]3)=[N:14][C:13]3[C:8]2=[N:9][C:10]([C:21]2[CH:22]=[N:23][C:24]([NH2:27])=[N:25][CH:26]=2)=[N:11][C:12]=3[N:15]2[CH2:20][CH2:19][O:18][CH2:17][CH2:16]2)[CH2:31][CH2:30]1. The yield is 0.680. (5) The reactants are [F:1][C:2]1[CH:7]=[CH:6][C:5]([F:8])=[CH:4][C:3]=1[S:9]([NH:12][C:13]1[CH:18]=[CH:17][CH:16]=[C:15]([C:19]2[C:23]([C:24]3[CH:29]=[CH:28][N:27]=[CH:26][CH:25]=3)=[CH:22][N:21]([CH:30]([CH3:32])C)[N:20]=2)[C:14]=1[F:33])(=[O:11])=[O:10].N1C=CC(B2[O:48][C:45](C)(C)C(C)(C)O2)=CC=1.[C:49](=O)([O-])[O-].[Cs+].[Cs+]. The catalyst is COCCOC.O. The product is [CH2:30]([N:21]1[CH:22]=[C:23]([C:24]2[CH:29]=[CH:28][N:27]=[CH:26][CH:25]=2)[C:19]([C:15]2[C:14]([F:33])=[C:13]([N:12]([CH2:49][O:48][CH3:45])[S:9]([C:3]3[CH:4]=[C:5]([F:8])[CH:6]=[CH:7][C:2]=3[F:1])(=[O:10])=[O:11])[CH:18]=[CH:17][CH:16]=2)=[N:20]1)[CH3:32]. The yield is 0.880. (6) The reactants are [Si:1]([O:8][C@@H:9]1[CH2:14][CH2:13][C@H:12]([OH:15])[C@@H:11]([C:16]2[N:20]([CH3:21])[N:19]=[CH:18][CH:17]=2)[CH2:10]1)([C:4]([CH3:7])([CH3:6])[CH3:5])([CH3:3])[CH3:2].C(N(CC)CC)C.[C:29](Cl)(=[O:36])[C:30]1[CH:35]=[CH:34][CH:33]=[CH:32][CH:31]=1. The catalyst is ClCCl. The product is [C:29]([O:15][C@H:12]1[CH2:13][CH2:14][C@@H:9]([O:8][Si:1]([C:4]([CH3:7])([CH3:5])[CH3:6])([CH3:2])[CH3:3])[CH2:10][C@@H:11]1[C:16]1[N:20]([CH3:21])[N:19]=[CH:18][CH:17]=1)(=[O:36])[C:30]1[CH:35]=[CH:34][CH:33]=[CH:32][CH:31]=1. The yield is 0.910. (7) The reactants are [CH:1]([C:4]1[CH:9]=[CH:8][C:7]([C:10]2[CH:11]=[C:12]([C:16]3[CH:17]=[C:18]([CH:24]=[CH:25][CH:26]=3)[C:19]([O:21]CC)=[O:20])[CH:13]=[N:14][CH:15]=2)=[CH:6][CH:5]=1)([CH3:3])[CH3:2].O.[OH-].[Li+].Cl. The catalyst is CO.O. The product is [CH:1]([C:4]1[CH:5]=[CH:6][C:7]([C:10]2[CH:11]=[C:12]([C:16]3[CH:17]=[C:18]([CH:24]=[CH:25][CH:26]=3)[C:19]([OH:21])=[O:20])[CH:13]=[N:14][CH:15]=2)=[CH:8][CH:9]=1)([CH3:3])[CH3:2]. The yield is 0.870. (8) The reactants are [NH2:1][CH:2]([C:8]1[CH:13]=[CH:12][C:11]([O:14][CH3:15])=[C:10]([O:16][CH3:17])[CH:9]=1)[CH2:3][C:4]([O:6][CH3:7])=[O:5].[C:18]([NH:21][C@H:22]([C:30]([OH:32])=[O:31])[CH2:23][C:24]1[CH:29]=[CH:28][CH:27]=[CH:26][CH:25]=1)(=[O:20])[CH3:19]. The catalyst is CO. The product is [C:18]([NH:21][C@H:22]([C:30]([OH:32])=[O:31])[CH2:23][C:24]1[CH:25]=[CH:26][CH:27]=[CH:28][CH:29]=1)(=[O:20])[CH3:19].[NH2:1][C@@H:2]([C:8]1[CH:13]=[CH:12][C:11]([O:14][CH3:15])=[C:10]([O:16][CH3:17])[CH:9]=1)[CH2:3][C:4]([O:6][CH3:7])=[O:5]. The yield is 0.680.